Dataset: Catalyst prediction with 721,799 reactions and 888 catalyst types from USPTO. Task: Predict which catalyst facilitates the given reaction. (1) Reactant: [C:1]([N:8]1[CH2:13][CH2:12][CH2:11][CH:10](O)[CH2:9]1)([O:3][C:4]([CH3:7])([CH3:6])[CH3:5])=[O:2].C1(P(C2C=CC=CC=2)C2C=CC=CC=2)C=CC=CC=1.[CH3:34][S:35]([C:38]1[CH:53]=[CH:52][C:41]([O:42][C:43]2[N:48]=[CH:47][N:46]=[C:45]3[NH:49][N:50]=[CH:51][C:44]=23)=[CH:40][CH:39]=1)(=[O:37])=[O:36].CC(OC(/N=N/C(OC(C)C)=O)=O)C. Product: [C:4]([O:3][C:1]([N:8]1[CH2:13][CH2:12][CH2:11][CH:10]([N:49]2[C:45]3=[N:46][CH:47]=[N:48][C:43]([O:42][C:41]4[CH:40]=[CH:39][C:38]([S:35]([CH3:34])(=[O:36])=[O:37])=[CH:53][CH:52]=4)=[C:44]3[CH:51]=[N:50]2)[CH2:9]1)=[O:2])([CH3:7])([CH3:6])[CH3:5]. The catalyst class is: 7. (2) Reactant: C([O:3][C:4](=[O:30])[C:5]1[CH:10]=[C:9]([Cl:11])[C:8]([N:12]2[CH2:16][CH2:15][CH:14]([NH:17][C:18]([O:20][C:21]([CH3:24])([CH3:23])[CH3:22])=[O:19])[CH2:13]2)=[C:7]([F:25])[C:6]=1[NH:26][CH:27]1[CH2:29][CH2:28]1)C.[OH-].[Na+].CO. Product: [C:21]([O:20][C:18]([NH:17][CH:14]1[CH2:15][CH2:16][N:12]([C:8]2[C:9]([Cl:11])=[CH:10][C:5]([C:4]([OH:30])=[O:3])=[C:6]([NH:26][CH:27]3[CH2:28][CH2:29]3)[C:7]=2[F:25])[CH2:13]1)=[O:19])([CH3:24])([CH3:22])[CH3:23]. The catalyst class is: 7. (3) Reactant: [F:1][C:2]1[CH:16]=[C:15]([N+:17]([O-])=O)[CH:14]=[CH:13][C:3]=1[O:4][CH2:5][CH2:6][N:7]1[CH2:12][CH2:11][O:10][CH2:9][CH2:8]1. Product: [F:1][C:2]1[CH:16]=[C:15]([CH:14]=[CH:13][C:3]=1[O:4][CH2:5][CH2:6][N:7]1[CH2:8][CH2:9][O:10][CH2:11][CH2:12]1)[NH2:17]. The catalyst class is: 123.